Dataset: Catalyst prediction with 721,799 reactions and 888 catalyst types from USPTO. Task: Predict which catalyst facilitates the given reaction. Reactant: [Cl:1][C:2]1[C:3]([CH3:37])=[C:4]([CH:23]2[CH2:26][N:25](C(OCC3C=CC=CC=3)=O)[CH2:24]2)[C:5]([O:20][CH2:21][CH3:22])=[C:6]([CH:8]([NH:10][C:11]2[N:19]=[CH:18][N:17]=[C:16]3[C:12]=2[N:13]=[CH:14][NH:15]3)[CH3:9])[CH:7]=1.Cl.O. Product: [NH:25]1[CH2:26][CH:23]([C:4]2[C:5]([O:20][CH2:21][CH3:22])=[C:6]([CH:8]([NH:10][C:11]3[N:19]=[CH:18][N:17]=[C:16]4[C:12]=3[N:13]=[CH:14][NH:15]4)[CH3:9])[CH:7]=[C:2]([Cl:1])[C:3]=2[CH3:37])[CH2:24]1. The catalyst class is: 19.